Dataset: Forward reaction prediction with 1.9M reactions from USPTO patents (1976-2016). Task: Predict the product of the given reaction. Given the reactants [CH2:1]([N:8]1[CH2:13][CH2:12][CH:11]([N:14]([CH3:33])[C:15]([N:17]2[CH:21]=[C:20]([C:22]3[CH:27]=[CH:26][CH:25]=[C:24]([NH:28][S:29](=[O:32])(=[O:31])[NH2:30])[CH:23]=3)[N:19]=[CH:18]2)=[O:16])[CH2:10][CH2:9]1)[C:2]1[CH:7]=[CH:6][CH:5]=[CH:4][CH:3]=1.C(OCC)(=O)C.[ClH:40], predict the reaction product. The product is: [ClH:40].[CH2:1]([N:8]1[CH2:13][CH2:12][CH:11]([N:14]([CH3:33])[C:15]([N:17]2[CH:21]=[C:20]([C:22]3[CH:27]=[CH:26][CH:25]=[C:24]([NH:28][S:29](=[O:32])(=[O:31])[NH2:30])[CH:23]=3)[N:19]=[CH:18]2)=[O:16])[CH2:10][CH2:9]1)[C:2]1[CH:7]=[CH:6][CH:5]=[CH:4][CH:3]=1.